Predict the product of the given reaction. From a dataset of Forward reaction prediction with 1.9M reactions from USPTO patents (1976-2016). (1) Given the reactants [F:1][C:2]1[CH:7]=[CH:6][C:5]([C:8]([C:33]2[CH:38]=[CH:37][C:36]([F:39])=[CH:35][CH:34]=2)([C:10]2[CH:11]=[C:12]3[C:17](=[CH:18][CH:19]=2)[N:16]=[CH:15][N:14]=[C:13]3[NH:20][CH:21]2[CH2:26][CH2:25][N:24]([C:27]3[CH:32]=[CH:31][CH:30]=[CH:29][CH:28]=3)[CH2:23][CH2:22]2)O)=[CH:4][CH:3]=1.C([SiH](CC)CC)C.FC(F)(F)C(O)=O, predict the reaction product. The product is: [F:1][C:2]1[CH:7]=[CH:6][C:5]([CH:8]([C:33]2[CH:34]=[CH:35][C:36]([F:39])=[CH:37][CH:38]=2)[C:10]2[CH:11]=[C:12]3[C:17](=[CH:18][CH:19]=2)[N:16]=[CH:15][N:14]=[C:13]3[NH:20][CH:21]2[CH2:26][CH2:25][N:24]([C:27]3[CH:32]=[CH:31][CH:30]=[CH:29][CH:28]=3)[CH2:23][CH2:22]2)=[CH:4][CH:3]=1. (2) Given the reactants [CH2:1]([O:3][P:4]([CH2:9][CH2:10][O:11][CH2:12][CH2:13][O:14][CH2:15][CH2:16][NH:17][C:18](=[O:29])[C@@H:19]([NH:21]C(=O)OC(C)(C)C)[CH3:20])([O:6][CH2:7][CH3:8])=[O:5])[CH3:2], predict the reaction product. The product is: [NH2:21][C@@H:19]([CH3:20])[C:18]([NH:17][CH2:16][CH2:15][O:14][CH2:13][CH2:12][O:11][CH2:10][CH2:9][P:4](=[O:5])([O:3][CH2:1][CH3:2])[O:6][CH2:7][CH3:8])=[O:29]. (3) Given the reactants [CH2:1]([O:8][C:9]1[CH:14]=[CH:13][C:12]([CH2:15][C:16](O)=O)=[CH:11][C:10]=1[O:19][CH3:20])[C:2]1[CH:7]=[CH:6][CH:5]=[CH:4][CH:3]=1.[ClH:21].CNOC.CN(C(O[N:34]1[N:42]=N[C:36]2C=CC=C[C:35]1=2)=[N+](C)C)C.F[P-](F)(F)(F)(F)F.CCN(C(C)C)C(C)C.[CH2:59]([Mg]Cl)[CH2:60][CH2:61][CH3:62].C(OCC)(=O)C=O, predict the reaction product. The product is: [CH2:1]([O:8][C:9]1[CH:14]=[CH:13][C:12]([C:15]2[CH:36]=[C:35]([Cl:21])[N:34]=[N:42][C:16]=2[CH2:59][CH2:60][CH2:61][CH3:62])=[CH:11][C:10]=1[O:19][CH3:20])[C:2]1[CH:7]=[CH:6][CH:5]=[CH:4][CH:3]=1. (4) Given the reactants [F:1][C:2]1([CH3:19])[CH2:7][C:6]([F:9])([F:8])[C@:5]([C:11]2[CH:16]=[CH:15][CH:14]=[CH:13][C:12]=2[F:17])([CH3:10])[NH:4][C:3]1=[O:18].FC(F)(F)C(O)=O.OS(O)(=O)=O.[N+:32]([O-])([OH:34])=[O:33].[OH-].[Na+], predict the reaction product. The product is: [F:1][C:2]1([CH3:19])[CH2:7][C:6]([F:9])([F:8])[C@:5]([C:11]2[CH:16]=[C:15]([N+:32]([O-:34])=[O:33])[CH:14]=[CH:13][C:12]=2[F:17])([CH3:10])[NH:4][C:3]1=[O:18]. (5) Given the reactants [NH2:1][C:2]1[CH:34]=[CH:33][C:5]([CH2:6][CH:7]([CH2:15][CH2:16][C@H:17]([NH:25][C:26]([O:28][C:29]([CH3:32])([CH3:31])[CH3:30])=[O:27])[C:18]([O:20][C:21]([CH3:24])([CH3:23])[CH3:22])=[O:19])[C:8]([O:10][C:11]([CH3:14])([CH3:13])[CH3:12])=[O:9])=[CH:4][CH:3]=1.[CH2:35]([O:42][CH2:43][CH:44]=O)[C:36]1[CH:41]=[CH:40][CH:39]=[CH:38][CH:37]=1.C(O[BH-](OC(=O)C)OC(=O)C)(=O)C.[Na+].C(=O)([O-])O.[Na+], predict the reaction product. The product is: [CH2:35]([O:42][CH2:43][CH2:44][NH:1][C:2]1[CH:3]=[CH:4][C:5]([CH2:6][CH:7]([CH2:15][CH2:16][C@H:17]([NH:25][C:26]([O:28][C:29]([CH3:32])([CH3:31])[CH3:30])=[O:27])[C:18]([O:20][C:21]([CH3:24])([CH3:23])[CH3:22])=[O:19])[C:8]([O:10][C:11]([CH3:12])([CH3:13])[CH3:14])=[O:9])=[CH:33][CH:34]=1)[C:36]1[CH:41]=[CH:40][CH:39]=[CH:38][CH:37]=1.